Dataset: Full USPTO retrosynthesis dataset with 1.9M reactions from patents (1976-2016). Task: Predict the reactants needed to synthesize the given product. (1) Given the product [C:30]1([CH3:39])[CH:35]=[CH:34][CH:33]=[C:32]([C:2]2[C:11]3[C:6](=[CH:7][C:8]([S:12][C:13]4[CH:14]=[C:15]([C:19]5([C:25]#[N:26])[CH2:24][CH2:23][O:22][CH2:21][CH2:20]5)[CH:16]=[CH:17][CH:18]=4)=[CH:9][CH:10]=3)[N:5]3[CH:27]=[N:28][N:29]=[C:4]3[CH:3]=2)[CH:31]=1, predict the reactants needed to synthesize it. The reactants are: Cl[C:2]1[C:11]2[C:6](=[CH:7][C:8]([S:12][C:13]3[CH:14]=[C:15]([C:19]4([C:25]#[N:26])[CH2:24][CH2:23][O:22][CH2:21][CH2:20]4)[CH:16]=[CH:17][CH:18]=3)=[CH:9][CH:10]=2)[N:5]2[CH:27]=[N:28][N:29]=[C:4]2[CH:3]=1.[C:30]1([CH3:39])[CH:35]=[CH:34][CH:33]=[C:32](B(O)O)[CH:31]=1.[F-].[K+].C(P(C(C)(C)C)C1C=CC=CC=1C1C=CC=CC=1)(C)(C)C. (2) Given the product [ClH:1].[ClH:1].[CH2:2]([O:9][NH:10][C@H:11]1[CH2:16][NH:15][C@H:14]([C:23]([O:25][CH3:26])=[O:24])[CH2:13][CH2:12]1)[C:3]1[CH:4]=[CH:5][CH:6]=[CH:7][CH:8]=1, predict the reactants needed to synthesize it. The reactants are: [ClH:1].[CH2:2]([O:9][NH:10][C@H:11]1[CH2:16][N:15](C(=O)C(F)(F)F)[C@H:14]([C:23]([O:25][CH3:26])=[O:24])[CH2:13][CH2:12]1)[C:3]1[CH:8]=[CH:7][CH:6]=[CH:5][CH:4]=1.